The task is: Predict the reaction yield, written as a fraction of the theoretical maximum amount of product (1.0 means a 100% yield; for example, 0.34 means a 34% yield).. This data is from Reaction yield outcomes from USPTO patents with 853,638 reactions. The reactants are [Cl:1][C:2]1[CH:3]=[CH:4][C:5]([S:21][S:21][C:5]2[CH:4]=[CH:3][C:2]([Cl:1])=[CH:7][C:6]=2[NH:8][S:9]([C:12]2[O:13][C:14]3[CH:20]=[CH:19][CH:18]=[CH:17][C:15]=3[CH:16]=2)(=[O:11])=[O:10])=[C:6]([NH:8][S:9]([C:12]2[O:13][C:14]3[CH:20]=[CH:19][CH:18]=[CH:17][C:15]=3[CH:16]=2)(=[O:11])=[O:10])[CH:7]=1.Br[CH2:44][C:45]1[CH:49]=[CH:48][N:47]([C:50]([O:52][C:53]([CH3:56])([CH3:55])[CH3:54])=[O:51])[N:46]=1. No catalyst specified. The product is [O:13]1[C:14]2[CH:20]=[CH:19][CH:18]=[CH:17][C:15]=2[CH:16]=[C:12]1[S:9]([NH:8][C:6]1[CH:7]=[C:2]([Cl:1])[CH:3]=[CH:4][C:5]=1[S:21][CH2:44][C:45]1[CH:49]=[CH:48][N:47]([C:50]([O:52][C:53]([CH3:56])([CH3:55])[CH3:54])=[O:51])[N:46]=1)(=[O:11])=[O:10]. The yield is 0.360.